Dataset: Full USPTO retrosynthesis dataset with 1.9M reactions from patents (1976-2016). Task: Predict the reactants needed to synthesize the given product. Given the product [Cl:8][C:7]1[C:2]([N:25]([CH2:26][C:27]2[CH:28]=[C:29]3[C:33](=[CH:34][CH:35]=2)[N:32]([CH3:36])[N:31]=[CH:30]3)[S:24]([C:23]2[CH:22]=[CH:21][C:16]([C:17]([O:19][CH3:20])=[O:18])=[CH:15][C:14]=2[CH3:13])(=[O:38])=[O:37])=[N:3][CH:4]=[C:5]([C:9]([F:12])([F:11])[F:10])[CH:6]=1, predict the reactants needed to synthesize it. The reactants are: Cl[C:2]1[C:7]([Cl:8])=[CH:6][C:5]([C:9]([F:12])([F:11])[F:10])=[CH:4][N:3]=1.[CH3:13][C:14]1[CH:15]=[C:16]([CH:21]=[CH:22][C:23]=1[S:24](=[O:38])(=[O:37])[NH:25][CH2:26][C:27]1[CH:28]=[C:29]2[C:33](=[CH:34][CH:35]=1)[N:32]([CH3:36])[N:31]=[CH:30]2)[C:17]([O:19][CH3:20])=[O:18].